From a dataset of Forward reaction prediction with 1.9M reactions from USPTO patents (1976-2016). Predict the product of the given reaction. (1) Given the reactants [S:1]1[CH:5]=[CH:4][N:3]=[C:2]1[N:6]1[CH2:10][CH2:9][C@H:8]([OH:11])[CH2:7]1.[CH3:12][C:13]([Si:16](Cl)([CH3:18])[CH3:17])([CH3:15])[CH3:14].N1C=CN=C1.O, predict the reaction product. The product is: [C:13]([Si:16]([CH3:18])([CH3:17])[O:11][C@H:8]1[CH2:9][CH2:10][N:6]([C:2]2[S:1][CH:5]=[CH:4][N:3]=2)[CH2:7]1)([CH3:15])([CH3:14])[CH3:12]. (2) Given the reactants ClC1C=CC2N3C=CC=C3[C@@H](CCN3C=C(C(O)=O)N=N3)O[C@H](C3C=CC=C(OC)C=3OC)C=2C=1.[Cl:36][C:37]1[CH:38]=[CH:39][C:40]2[N:46]3[CH:47]=[CH:48][CH:49]=[C:45]3[C@@H:44]([CH2:50][CH2:51][N:52]3[C:56]([CH2:57][O:58][C:59]([CH3:65])([CH3:64])[C:60]([O:62]C)=[O:61])=[CH:55][N:54]=[N:53]3)[O:43][C@H:42]([C:66]3[CH:71]=[CH:70][CH:69]=[C:68]([O:72][CH3:73])[C:67]=3[O:74][CH3:75])[C:41]=2[CH:76]=1.C(=O)([O-])[O-].[K+].[K+], predict the reaction product. The product is: [Cl:36][C:37]1[CH:38]=[CH:39][C:40]2[N:46]3[CH:47]=[CH:48][CH:49]=[C:45]3[C@@H:44]([CH2:50][CH2:51][N:52]3[C:56]([CH2:57][O:58][C:59]([CH3:64])([CH3:65])[C:60]([OH:62])=[O:61])=[CH:55][N:54]=[N:53]3)[O:43][C@H:42]([C:66]3[CH:71]=[CH:70][CH:69]=[C:68]([O:72][CH3:73])[C:67]=3[O:74][CH3:75])[C:41]=2[CH:76]=1. (3) Given the reactants [CH:1]1[N:2]=[CH:3][N:4]2[CH2:9][CH2:8][N:7]([C:10]([O:12][C:13]([CH3:16])([CH3:15])[CH3:14])=[O:11])[CH2:6][C:5]=12.N1C=CN=CC=1.C1C(=O)N([I:30])C(=O)C1, predict the reaction product. The product is: [I:30][C:1]1[N:2]=[CH:3][N:4]2[CH2:9][CH2:8][N:7]([C:10]([O:12][C:13]([CH3:16])([CH3:15])[CH3:14])=[O:11])[CH2:6][C:5]=12.